Dataset: Full USPTO retrosynthesis dataset with 1.9M reactions from patents (1976-2016). Task: Predict the reactants needed to synthesize the given product. (1) Given the product [C:3]([O:7][C:8](=[O:41])[NH:9][C@H:10]1[CH2:11][CH2:12][C@H:13]([N:16]([C:17]2[CH:22]=[C:21]([N:23]3[C:27]4[CH:28]=[CH:29][CH:30]=[CH:31][C:26]=4[N:25]=[C:24]3[CH:32]([F:33])[F:34])[N:20]=[C:19]([N:35]3[CH2:36][CH2:37][O:38][CH2:39][CH2:40]3)[N:18]=2)[CH2:43][CH:44]([CH3:46])[CH3:45])[CH2:14][CH2:15]1)([CH3:6])([CH3:4])[CH3:5], predict the reactants needed to synthesize it. The reactants are: [H-].[Na+].[C:3]([O:7][C:8](=[O:41])[NH:9][C@H:10]1[CH2:15][CH2:14][C@H:13]([NH:16][C:17]2[CH:22]=[C:21]([N:23]3[C:27]4[CH:28]=[CH:29][CH:30]=[CH:31][C:26]=4[N:25]=[C:24]3[CH:32]([F:34])[F:33])[N:20]=[C:19]([N:35]3[CH2:40][CH2:39][O:38][CH2:37][CH2:36]3)[N:18]=2)[CH2:12][CH2:11]1)([CH3:6])([CH3:5])[CH3:4].Br[CH2:43][CH:44]([CH3:46])[CH3:45]. (2) Given the product [O-:1][N+:2]1[C:7]2[CH:8]=[CH:9][CH:10]=[CH:11][C:6]=2[N:5]=[C:4]([N:12]2[CH2:13][CH2:14][CH:15]([CH2:18][C:19]([NH:21][C:22]3[C:23]([C:27]([OH:29])=[O:28])=[CH:24][S:25][CH:26]=3)=[O:20])[CH2:16][CH2:17]2)[N:3]=1, predict the reactants needed to synthesize it. The reactants are: [O-:1][N+:2]1[C:7]2[CH:8]=[CH:9][CH:10]=[CH:11][C:6]=2[N:5]=[C:4]([N:12]2[CH2:17][CH2:16][CH:15]([CH2:18][C:19]([NH:21][C:22]3[C:23]([C:27]([O:29]C)=[O:28])=[CH:24][S:25][CH:26]=3)=[O:20])[CH2:14][CH2:13]2)[N:3]=1.O.[OH-].[Li+].Cl. (3) The reactants are: [C:1]([O:5][C:6]([NH:8][C:9]1[CH:10]=[N:11][CH:12]=[CH:13][C:14]=1[C@H:15]1[CH2:20][C@@H:19]([NH:21][C:22](=[O:28])[O:23][C:24]([CH3:27])([CH3:26])[CH3:25])[C@H:18]([OH:29])[C@@H:17]([CH3:30])[CH2:16]1)=[O:7])([CH3:4])([CH3:3])[CH3:2].[CH3:31][S:32](Cl)(=[O:34])=[O:33]. Given the product [CH3:31][S:32]([O:29][C@@H:18]1[C@@H:17]([CH3:30])[CH2:16][C@@H:15]([C:14]2[CH:13]=[CH:12][N:11]=[CH:10][C:9]=2[NH:8][C:6]([O:5][C:1]([CH3:4])([CH3:2])[CH3:3])=[O:7])[CH2:20][C@H:19]1[NH:21][C:22]([O:23][C:24]([CH3:27])([CH3:26])[CH3:25])=[O:28])(=[O:34])=[O:33], predict the reactants needed to synthesize it. (4) Given the product [F:17][C:18]([F:22])([F:21])[CH2:19][O:20][C:2]1[CH:3]=[C:4]([CH:8]=[CH:9][N:10]=1)[C:5]([OH:7])=[O:6], predict the reactants needed to synthesize it. The reactants are: Cl[C:2]1[CH:3]=[C:4]([CH:8]=[CH:9][N:10]=1)[C:5]([OH:7])=[O:6].CC(C)([O-])C.[K+].[F:17][C:18]([F:22])([F:21])[CH2:19][OH:20]. (5) Given the product [Br:1][C:2]1[C:3]2[O:11][CH:23]([CH2:22][OH:25])[CH2:24][C:4]=2[CH:5]=[C:6]([CH:8]([CH3:9])[CH3:10])[CH:7]=1, predict the reactants needed to synthesize it. The reactants are: [Br:1][C:2]1[CH:7]=[C:6]([CH:8]([CH3:10])[CH3:9])[CH:5]=[CH:4][C:3]=1[OH:11].C(=O)([O-])[O-].[K+].[K+].C(Br)C=C.[CH2:22]([O:25]CC=C)[CH:23]=[CH2:24].C(C1C(C(F)(F)F)=CC=C(Cl)C=1O)C=C.C(C1C=C(C(C)C)C=C(Br)C=1O)C=C.ClC1C=C(C=CC=1)C(OO)=O.ClC1C2OC(CO)CC=2C(C(F)(F)F)=CC=1. (6) Given the product [O:11]1[CH2:12][CH2:13][O:14][CH:10]1[C:4]1[CH:5]=[CH:6][C:7]([OH:8])=[C:2]([F:1])[CH:3]=1, predict the reactants needed to synthesize it. The reactants are: [F:1][C:2]1[CH:3]=[C:4]([CH:10]2[O:14][CH2:13][CH2:12][O:11]2)[CH:5]=[CH:6][C:7]=1[O:8]C.C[S-].[Na+].[Cl-].[NH4+]. (7) Given the product [NH2:12][CH2:11][CH2:10][N:9]([CH2:20][C:21]1[CH:26]=[CH:25][C:24]([O:27][CH2:28][C:29]2[CH:30]=[CH:31][C:32]([F:35])=[CH:33][CH:34]=2)=[C:23]([O:36][CH3:37])[CH:22]=1)[C:1](=[O:8])[C:2]1[CH:7]=[CH:6][CH:5]=[CH:4][CH:3]=1, predict the reactants needed to synthesize it. The reactants are: [C:1]([N:9]([CH2:20][C:21]1[CH:26]=[CH:25][C:24]([O:27][CH2:28][C:29]2[CH:34]=[CH:33][C:32]([F:35])=[CH:31][CH:30]=2)=[C:23]([O:36][CH3:37])[CH:22]=1)[CH2:10][CH2:11][NH:12]C(=O)OC(C)(C)C)(=[O:8])[C:2]1[CH:7]=[CH:6][CH:5]=[CH:4][CH:3]=1.Cl.